From a dataset of Full USPTO retrosynthesis dataset with 1.9M reactions from patents (1976-2016). Predict the reactants needed to synthesize the given product. Given the product [NH2:11][C:12]12[CH2:19][C:16]([C:20]([O:22][CH3:23])=[O:21])([CH2:17][CH2:18]1)[CH2:15][CH2:14][CH2:13]2, predict the reactants needed to synthesize it. The reactants are: C(OC([NH:11][C:12]12[CH2:19][C:16]([C:20]([O:22][CH3:23])=[O:21])([CH2:17][CH2:18]1)[CH2:15][CH2:14][CH2:13]2)=O)C1C=CC=CC=1.